The task is: Predict the reaction yield, written as a fraction of the theoretical maximum amount of product (1.0 means a 100% yield; for example, 0.34 means a 34% yield).. This data is from Reaction yield outcomes from USPTO patents with 853,638 reactions. (1) The reactants are Cl.[CH3:2][C@H:3]1[NH:8][CH2:7][CH2:6][N:5]([C:9]([C:11]2[CH:16]=[CH:15][CH:14]=[CH:13][CH:12]=2)=[O:10])[CH2:4]1.[Br:17][C:18]1[CH:23]=[CH:22][C:21]([S:24](Cl)(=[O:26])=[O:25])=[CH:20][CH:19]=1. The catalyst is C(N(CC)CC)C.O1CCCC1. The product is [Br:17][C:18]1[CH:23]=[CH:22][C:21]([S:24]([N:8]2[CH2:7][CH2:6][N:5]([C:9]([C:11]3[CH:16]=[CH:15][CH:14]=[CH:13][CH:12]=3)=[O:10])[CH2:4][C@H:3]2[CH3:2])(=[O:26])=[O:25])=[CH:20][CH:19]=1. The yield is 1.00. (2) The reactants are Br[C:2]1[CH:3]=[C:4]2[CH:10]=[CH:9][NH:8][C:5]2=[N:6][CH:7]=1.[N:11]1([C:17]([C:19]2[CH:20]=[C:21](B(O)O)[CH:22]=[CH:23][CH:24]=2)=[O:18])[CH2:16][CH2:15][O:14][CH2:13][CH2:12]1.C(=O)(O)[O-].[Na+]. The catalyst is O1CCOCC1.O.C1C=CC([P]([Pd]([P](C2C=CC=CC=2)(C2C=CC=CC=2)C2C=CC=CC=2)([P](C2C=CC=CC=2)(C2C=CC=CC=2)C2C=CC=CC=2)[P](C2C=CC=CC=2)(C2C=CC=CC=2)C2C=CC=CC=2)(C2C=CC=CC=2)C2C=CC=CC=2)=CC=1. The product is [NH:8]1[C:5]2=[N:6][CH:7]=[C:2]([C:23]3[CH:24]=[C:19]([C:17]([N:11]4[CH2:16][CH2:15][O:14][CH2:13][CH2:12]4)=[O:18])[CH:20]=[CH:21][CH:22]=3)[CH:3]=[C:4]2[CH:10]=[CH:9]1. The yield is 0.840. (3) The reactants are [C:1]([CH:3]1[CH2:5][CH2:4]1)#[CH:2].C(N(CC)CC)C.Br[C:14]1[CH:35]=[CH:34][C:17]([C:18]([NH:20][S:21]([C:24]2[CH:29]=[CH:28][CH:27]=[CH:26][C:25]=2[S:30](=[O:33])(=[O:32])[NH2:31])(=[O:23])=[O:22])=[O:19])=[CH:16][C:15]=1[O:36][CH3:37]. The catalyst is CN(C)C=O.C1C=CC([P]([Pd]([P](C2C=CC=CC=2)(C2C=CC=CC=2)C2C=CC=CC=2)([P](C2C=CC=CC=2)(C2C=CC=CC=2)C2C=CC=CC=2)[P](C2C=CC=CC=2)(C2C=CC=CC=2)C2C=CC=CC=2)(C2C=CC=CC=2)C2C=CC=CC=2)=CC=1.[Cu]I. The product is [CH:3]1([C:1]#[C:2][C:14]2[CH:35]=[CH:34][C:17]([C:18]([NH:20][S:21]([C:24]3[CH:29]=[CH:28][CH:27]=[CH:26][C:25]=3[S:30](=[O:32])(=[O:33])[NH2:31])(=[O:22])=[O:23])=[O:19])=[CH:16][C:15]=2[O:36][CH3:37])[CH2:5][CH2:4]1. The yield is 0.480. (4) The reactants are [N:1]1[CH:6]=[CH:5][CH:4]=[C:3]([NH:7][C:8](=[O:15])OCC(Cl)(Cl)Cl)[CH:2]=1.[C:16]1([C:28]2[CH:33]=[CH:32][CH:31]=[CH:30][CH:29]=2)[CH:21]=[CH:20][CH:19]=[C:18]([N:22]2[CH2:27][CH2:26][NH:25][CH2:24][CH2:23]2)[CH:17]=1.C(N(C(C)C)CC)(C)C.O. The catalyst is CS(C)=O. The product is [C:16]1([C:28]2[CH:29]=[CH:30][CH:31]=[CH:32][CH:33]=2)[CH:21]=[CH:20][CH:19]=[C:18]([N:22]2[CH2:23][CH2:24][N:25]([C:8]([NH:7][C:3]3[CH:2]=[N:1][CH:6]=[CH:5][CH:4]=3)=[O:15])[CH2:26][CH2:27]2)[CH:17]=1. The yield is 0.586.